Dataset: Full USPTO retrosynthesis dataset with 1.9M reactions from patents (1976-2016). Task: Predict the reactants needed to synthesize the given product. Given the product [S:10]1[C:5]2[CH:4]=[C:3]([CH2:2][OH:1])[N:8]=[CH:7][C:6]=2[O:9][CH2:12]1, predict the reactants needed to synthesize it. The reactants are: [OH:1][CH2:2][C:3]1[N:8]=[CH:7][C:6]([OH:9])=[C:5]([SH:10])[CH:4]=1.Br[CH2:12]Br.